From a dataset of Reaction yield outcomes from USPTO patents with 853,638 reactions. Predict the reaction yield, written as a fraction of the theoretical maximum amount of product (1.0 means a 100% yield; for example, 0.34 means a 34% yield). (1) The reactants are [NH2:1][CH:2]([C:16]1[CH:21]=[CH:20][CH:19]=[CH:18][CH:17]=1)[CH2:3][C:4]1[C:5](=[O:15])[N:6]([CH:12]([CH3:14])[CH3:13])[C:7](=[O:11])[NH:8][C:9]=1Cl.CN(C1C2C(N(C)C)=CC=CC=2C=CC=1)C. The catalyst is CN1C(=O)CCC1.CN(C=O)C. The product is [CH:12]([N:6]1[C:5](=[O:15])[C:4]2[CH2:3][C@H:2]([C:16]3[CH:21]=[CH:20][CH:19]=[CH:18][CH:17]=3)[NH:1][C:9]=2[NH:8][C:7]1=[O:11])([CH3:14])[CH3:13]. The yield is 0.270. (2) The product is [CH3:1][C:2]([CH3:19])([CH3:18])[C:3]([NH:5][C:6]1[CH:7]=[C:8]2[C:12](=[CH:13][C:14]=1[N+:15]([O-:17])=[O:16])[N:11]([CH2:32][C:29]1[CH:28]=[CH:25][C:24]([C:21]([F:20])([F:22])[F:23])=[CH:31][CH:30]=1)[CH2:10][CH2:9]2)=[O:4]. The catalyst is CO. The yield is 0.950. The reactants are [CH3:1][C:2]([CH3:19])([CH3:18])[C:3]([NH:5][C:6]1[CH:7]=[C:8]2[C:12](=[CH:13][C:14]=1[N+:15]([O-:17])=[O:16])[NH:11][CH2:10][CH2:9]2)=[O:4].[F:20][C:21]([C:24]1[CH:31]=[CH:30][CH:29]=[CH:28][C:25]=1C=O)([F:23])[F:22].[C:32](O)(=O)C.[BH3-]C#N.[Na+]. (3) The reactants are [CH3:1][CH:2]1[C:10]2[C:5](=[CH:6][CH:7]=[CH:8][CH:9]=2)[NH:4][C:3]1=[O:11].C(=O)([O-])[O-].[K+].[K+].Br[CH2:19][CH2:20][CH2:21][Cl:22].O. The catalyst is C(#N)C. The product is [Cl:22][CH2:21][CH2:20][CH2:19][N:4]1[C:5]2[C:10](=[CH:9][CH:8]=[CH:7][CH:6]=2)[CH:2]([CH3:1])[C:3]1=[O:11]. The yield is 0.150. (4) The reactants are [CH2:1]([O:8][C:9]([N:11]1[CH2:16][C@H:15]([CH3:17])[C@@H:14]([O:18]C(C)(C)C(C)(C)C)[C@H:13]([NH:26][C:27]([O:29][C:30]([CH3:33])([CH3:32])[CH3:31])=[O:28])[CH2:12]1)=[O:10])[C:2]1[CH:7]=[CH:6][CH:5]=[CH:4][CH:3]=1.[F-].C([N+](CCCC)(CCCC)CCCC)CCC. The catalyst is C1COCC1.CCOC(C)=O. The product is [CH2:1]([O:8][C:9]([N:11]1[CH2:16][C@H:15]([CH3:17])[C@@H:14]([OH:18])[C@H:13]([NH:26][C:27]([O:29][C:30]([CH3:31])([CH3:33])[CH3:32])=[O:28])[CH2:12]1)=[O:10])[C:2]1[CH:3]=[CH:4][CH:5]=[CH:6][CH:7]=1. The yield is 0.820. (5) The reactants are C([O:4][C:5]1[CH:6]=[C:7]2[C:12](=[CH:13][C:14]=1[O:15][CH3:16])[N:11]=[CH:10][N:9]=[C:8]2[Cl:17])(=O)C. The catalyst is N. The product is [Cl:17][C:8]1[C:7]2[C:12](=[CH:13][C:14]([O:15][CH3:16])=[C:5]([OH:4])[CH:6]=2)[N:11]=[CH:10][N:9]=1. The yield is 0.678. (6) The reactants are [C:1]1([C:7]2[C:11]([C:12]([F:15])([F:14])[F:13])=[C:10]([C:16]3[O:17][C:18]4[C:28]5[C:23](=[CH:24][C:25]([OH:29])=[CH:26][CH:27]=5)[CH2:22][CH2:21][C:19]=4[N:20]=3)[O:9][N:8]=2)[CH:6]=[CH:5][CH:4]=[CH:3][CH:2]=1.CC1(C)[O:35][C@H:34]([CH2:36]O)[CH2:33][O:32]1.C1(P(C2C=CC=CC=2)C2C=CC=CC=2)C=CC=CC=1.N(C(OCC)=O)=NC(OCC)=O. The catalyst is C1COCC1. The product is [C:1]1([C:7]2[C:11]([C:12]([F:15])([F:14])[F:13])=[C:10]([C:16]3[O:17][C:18]4[C:28]5[C:23](=[CH:24][C:25]([O:29][CH2:36][C@@H:34]([OH:35])[CH2:33][OH:32])=[CH:26][CH:27]=5)[CH2:22][CH2:21][C:19]=4[N:20]=3)[O:9][N:8]=2)[CH:6]=[CH:5][CH:4]=[CH:3][CH:2]=1. The yield is 0.118. (7) The reactants are [H-].[Na+].[O:3]1[CH2:8][CH2:7][CH:6]([OH:9])[CH2:5][CH2:4]1.Cl[C:11]1[N:16]=[C:15]([NH2:17])[CH:14]=[CH:13][N:12]=1.[NH4+].[Cl-]. The catalyst is CCCCC.CCOC(C)=O.O. The product is [O:3]1[CH2:8][CH2:7][CH:6]([O:9][C:11]2[N:16]=[C:15]([NH2:17])[CH:14]=[CH:13][N:12]=2)[CH2:5][CH2:4]1. The yield is 0.460. (8) The reactants are [CH3:1]C(C)=O.[Br:5][C:6]1[C:11]([OH:12])=[C:10]([F:13])[C:9]([Cl:14])=[CH:8][CH:7]=1.C(=O)([O-])[O-].[K+].[K+].IC. The catalyst is O.CCOC(C)=O. The product is [Br:5][C:6]1[CH:7]=[CH:8][C:9]([Cl:14])=[C:10]([F:13])[C:11]=1[O:12][CH3:1]. The yield is 0.750.